From a dataset of Peptide-MHC class I binding affinity with 185,985 pairs from IEDB/IMGT. Regression. Given a peptide amino acid sequence and an MHC pseudo amino acid sequence, predict their binding affinity value. This is MHC class I binding data. (1) The peptide sequence is LTDSSTLLV. The MHC is HLA-C05:01 with pseudo-sequence HLA-C05:01. The binding affinity (normalized) is 0.808. (2) The peptide sequence is IYYLEKANK. The MHC is HLA-B58:01 with pseudo-sequence HLA-B58:01. The binding affinity (normalized) is 0.0847. (3) The peptide sequence is LLDDGWAGE. The MHC is HLA-A68:02 with pseudo-sequence HLA-A68:02. The binding affinity (normalized) is 0.0847.